Dataset: Reaction yield outcomes from USPTO patents with 853,638 reactions. Task: Predict the reaction yield, written as a fraction of the theoretical maximum amount of product (1.0 means a 100% yield; for example, 0.34 means a 34% yield). (1) The reactants are [O:1]=[C:2]1[CH:11]=[CH:10][C:9]2[C:4](=[CH:5][C:6]([N:12]3[CH2:17][CH2:16][N:15]([C:18]([O:20][C:21]([CH3:24])([CH3:23])[CH3:22])=[O:19])[CH2:14][CH2:13]3)=[CH:7][CH:8]=2)[O:3]1.C([O-])(=O)C.[Na+].[Br:30]Br.O. The catalyst is C(O)(=O)C. The product is [Br:30][C:11]1[C:2](=[O:1])[O:3][C:4]2[C:9]([CH:10]=1)=[CH:8][CH:7]=[C:6]([N:12]1[CH2:13][CH2:14][N:15]([C:18]([O:20][C:21]([CH3:24])([CH3:23])[CH3:22])=[O:19])[CH2:16][CH2:17]1)[CH:5]=2. The yield is 0.580. (2) The reactants are Cl[C:2]1[CH:3]=[CH:4][C:5]2[N:11]3[CH2:12][CH2:13][CH:8]([CH2:9][CH2:10]3)[N:7]([C:14]([O:16][C:17]([CH3:20])([CH3:19])[CH3:18])=[O:15])[C:6]=2[N:21]=1.[F:22][C:23]1[CH:24]=[C:25](B(O)O)[CH:26]=[N:27][CH:28]=1.C([O-])([O-])=O.[Cs+].[Cs+]. The catalyst is C1C=CC(P(C2C=CC=CC=2)[C-]2C=CC=C2)=CC=1.C1C=CC(P(C2C=CC=CC=2)[C-]2C=CC=C2)=CC=1.Cl[Pd]Cl.[Fe+2].O1CCOCC1.O. The product is [F:22][C:23]1[CH:24]=[C:25]([C:2]2[CH:3]=[CH:4][C:5]3[N:11]4[CH2:12][CH2:13][CH:8]([CH2:9][CH2:10]4)[N:7]([C:14]([O:16][C:17]([CH3:20])([CH3:19])[CH3:18])=[O:15])[C:6]=3[N:21]=2)[CH:26]=[N:27][CH:28]=1. The yield is 0.890.